Task: Predict the reaction yield, written as a fraction of the theoretical maximum amount of product (1.0 means a 100% yield; for example, 0.34 means a 34% yield).. Dataset: Reaction yield outcomes from USPTO patents with 853,638 reactions (1) The reactants are [OH:1][C:2]1[C:11]2[C:6](=[C:7]([I:19])[CH:8]=[C:9]([CH2:12][CH:13]3[CH2:18][CH2:17][O:16][CH2:15][CH2:14]3)[CH:10]=2)[N:5]=[CH:4][C:3]=1[C:20](OCC)=[O:21].[Cl:25][C:26]1[CH:33]=[CH:32][C:29]([CH2:30][NH2:31])=[CH:28][CH:27]=1. No catalyst specified. The product is [Cl:25][C:26]1[CH:33]=[CH:32][C:29]([CH2:30][NH:31][C:20]([C:3]2[CH:4]=[N:5][C:6]3[C:11]([C:2]=2[OH:1])=[CH:10][C:9]([CH2:12][CH:13]2[CH2:14][CH2:15][O:16][CH2:17][CH2:18]2)=[CH:8][C:7]=3[I:19])=[O:21])=[CH:28][CH:27]=1. The yield is 0.750. (2) The reactants are [Cl:1][C:2]1[C:7]([Cl:8])=[CH:6][CH:5]=[CH:4][C:3]=1[C:9]1[CH:10]=[C:11]2[C:16]3=[C:17]([C@H:19]4[CH2:24][N:23](C(OC(C)(C)C)=O)[CH2:22][CH2:21][C@H:20]4[N:15]3[CH2:14][CH2:13][CH2:12]2)[CH:18]=1.[OH-].[Na+]. The catalyst is C(O)(C(F)(F)F)=O.C(Cl)Cl. The product is [Cl:1][C:2]1[C:7]([Cl:8])=[CH:6][CH:5]=[CH:4][C:3]=1[C:9]1[CH:10]=[C:11]2[C:16]3=[C:17]([C@H:19]4[CH2:24][NH:23][CH2:22][CH2:21][C@H:20]4[N:15]3[CH2:14][CH2:13][CH2:12]2)[CH:18]=1. The yield is 1.00. (3) The reactants are [F:1][C:2]1[CH:3]=[C:4]2[C:9](=[CH:10][C:11]=1[F:12])[NH:8][C:7](=[O:13])[CH:6]=[N:5]2.C(=O)([O-])[O-].[K+].[K+].[CH2:20](I)[CH:21]=[CH2:22]. The catalyst is CN(C=O)C. The product is [F:1][C:2]1[CH:3]=[C:4]2[C:9](=[CH:10][C:11]=1[F:12])[N:8]([CH2:22][CH:21]=[CH2:20])[C:7](=[O:13])[CH:6]=[N:5]2. The yield is 0.630. (4) The reactants are Cl[C:2]1[N:3]=[C:4](O)[C:5]2[CH:11]=[CH:10][N:9]=[CH:8][C:6]=2[N:7]=1.C(N(CC)CC)C.C(C1C=C(C(C)C)C=C(C(C)C)C=1S(Cl)(=O)=O)(C)C.C(OC(=O)[NH:45][C@H:46]([CH2:54][NH2:55])[CH2:47][C:48]1[CH:53]=[CH:52][CH:51]=[CH:50][CH:49]=1)(C)(C)C.[NH:57]1[CH2:62][CH2:61][O:60][CH2:59][CH2:58]1. The catalyst is CC(N(C)C)=O.CN(C1C=CN=CC=1)C.C(Cl)Cl. The product is [N:57]1([C:2]2[N:3]=[C:4]([NH:55][CH2:54][C@@H:46]([NH2:45])[CH2:47][C:48]3[CH:49]=[CH:50][CH:51]=[CH:52][CH:53]=3)[C:5]3[CH:11]=[CH:10][N:9]=[CH:8][C:6]=3[N:7]=2)[CH2:62][CH2:61][O:60][CH2:59][CH2:58]1. The yield is 0.220. (5) The yield is 1.00. The catalyst is C(Cl)Cl. The product is [F:1][C:2]1[CH:7]=[CH:6][C:5]([F:8])=[CH:4][C:3]=1[C@H:9]1[CH2:13][CH2:12][CH2:11][N:10]1[C:14]1[CH:19]=[CH:18][N:17]2[N:20]=[CH:21][C:22]([NH:23][C:29]([N:31]3[CH2:32][CH:33]([OH:41])[CH2:35]3)=[O:30])=[C:16]2[N:15]=1. The reactants are [F:1][C:2]1[CH:7]=[CH:6][C:5]([F:8])=[CH:4][C:3]=1[C@H:9]1[CH2:13][CH2:12][CH2:11][N:10]1[C:14]1[CH:19]=[CH:18][N:17]2[N:20]=[CH:21][C:22]([NH2:23])=[C:16]2[N:15]=1.C1N=CN([C:29]([N:31]2[CH:35]=N[CH:33]=[CH:32]2)=[O:30])C=1.Cl.N1CC([OH:41])C1.CCN(C(C)C)C(C)C. (6) The reactants are [O:1]=[C:2]([NH:17][C@@H:18]1[CH2:22][CH2:21][NH:20][CH2:19]1)[CH2:3][NH:4][C:5](=[O:16])[C:6]1[CH:11]=[CH:10][CH:9]=[C:8]([C:12]([F:15])([F:14])[F:13])[CH:7]=1.O=[C:24]1[CH2:28][CH2:27][N:26]([C:29]([O:31][CH2:32][C:33]2[CH:38]=[CH:37][CH:36]=[CH:35][CH:34]=2)=[O:30])[CH2:25]1.C(O[BH-](OC(=O)C)OC(=O)C)(=O)C.[Na+].C([O-])(O)=O.[Na+]. The catalyst is CO.ClCCl. The product is [F:13][C:12]([F:14])([F:15])[C:8]1[CH:7]=[C:6]([CH:11]=[CH:10][CH:9]=1)[C:5]([NH:4][CH2:3][C:2]([NH:17][C@@H:18]1[CH2:22][CH2:21][N:20]([CH:28]2[CH2:24][CH2:25][N:26]([C:29]([O:31][CH2:32][C:33]3[CH:38]=[CH:37][CH:36]=[CH:35][CH:34]=3)=[O:30])[CH2:27]2)[CH2:19]1)=[O:1])=[O:16]. The yield is 0.880.